From a dataset of NCI-60 drug combinations with 297,098 pairs across 59 cell lines. Regression. Given two drug SMILES strings and cell line genomic features, predict the synergy score measuring deviation from expected non-interaction effect. (1) Drug 1: C1=CC(=CC=C1C#N)C(C2=CC=C(C=C2)C#N)N3C=NC=N3. Drug 2: COCCOC1=C(C=C2C(=C1)C(=NC=N2)NC3=CC=CC(=C3)C#C)OCCOC.Cl. Cell line: K-562. Synergy scores: CSS=2.40, Synergy_ZIP=-1.21, Synergy_Bliss=-1.78, Synergy_Loewe=-1.79, Synergy_HSA=-1.83. (2) Drug 1: CN(C)N=NC1=C(NC=N1)C(=O)N. Drug 2: CC1C(C(CC(O1)OC2CC(OC(C2O)C)OC3=CC4=CC5=C(C(=O)C(C(C5)C(C(=O)C(C(C)O)O)OC)OC6CC(C(C(O6)C)O)OC7CC(C(C(O7)C)O)OC8CC(C(C(O8)C)O)(C)O)C(=C4C(=C3C)O)O)O)O. Cell line: A549. Synergy scores: CSS=2.45, Synergy_ZIP=0.0520, Synergy_Bliss=0.501, Synergy_Loewe=-1.10, Synergy_HSA=-0.953. (3) Drug 1: CN(C)C1=NC(=NC(=N1)N(C)C)N(C)C. Drug 2: COC1=C2C(=CC3=C1OC=C3)C=CC(=O)O2. Cell line: A498. Synergy scores: CSS=-4.94, Synergy_ZIP=3.14, Synergy_Bliss=3.71, Synergy_Loewe=-3.35, Synergy_HSA=-1.75. (4) Drug 1: CC1=CC2C(CCC3(C2CCC3(C(=O)C)OC(=O)C)C)C4(C1=CC(=O)CC4)C. Drug 2: C1=C(C(=O)NC(=O)N1)N(CCCl)CCCl. Cell line: BT-549. Synergy scores: CSS=13.2, Synergy_ZIP=-9.50, Synergy_Bliss=-4.28, Synergy_Loewe=-19.5, Synergy_HSA=-6.18. (5) Drug 1: C1=CC=C(C(=C1)C(C2=CC=C(C=C2)Cl)C(Cl)Cl)Cl. Drug 2: N.N.Cl[Pt+2]Cl. Cell line: 786-0. Synergy scores: CSS=27.9, Synergy_ZIP=-1.20, Synergy_Bliss=-0.211, Synergy_Loewe=-21.7, Synergy_HSA=-2.07. (6) Drug 1: CCC1=C2CN3C(=CC4=C(C3=O)COC(=O)C4(CC)O)C2=NC5=C1C=C(C=C5)O. Drug 2: CC12CCC3C(C1CCC2OP(=O)(O)O)CCC4=C3C=CC(=C4)OC(=O)N(CCCl)CCCl.[Na+]. Cell line: MALME-3M. Synergy scores: CSS=28.1, Synergy_ZIP=-6.99, Synergy_Bliss=-5.03, Synergy_Loewe=-33.6, Synergy_HSA=-5.06. (7) Drug 1: CCC1(CC2CC(C3=C(CCN(C2)C1)C4=CC=CC=C4N3)(C5=C(C=C6C(=C5)C78CCN9C7C(C=CC9)(C(C(C8N6C)(C(=O)OC)O)OC(=O)C)CC)OC)C(=O)OC)O.OS(=O)(=O)O. Synergy scores: CSS=2.60, Synergy_ZIP=-2.72, Synergy_Bliss=-4.86, Synergy_Loewe=-19.7, Synergy_HSA=-4.82. Drug 2: C1=CC=C(C(=C1)C(C2=CC=C(C=C2)Cl)C(Cl)Cl)Cl. Cell line: SK-MEL-5. (8) Drug 1: CC12CCC(CC1=CCC3C2CCC4(C3CC=C4C5=CN=CC=C5)C)O. Drug 2: CC1=C(C=C(C=C1)NC2=NC=CC(=N2)N(C)C3=CC4=NN(C(=C4C=C3)C)C)S(=O)(=O)N.Cl. Cell line: HCT116. Synergy scores: CSS=12.7, Synergy_ZIP=1.43, Synergy_Bliss=5.67, Synergy_Loewe=4.20, Synergy_HSA=4.01. (9) Drug 1: C1CN1C2=NC(=NC(=N2)N3CC3)N4CC4. Drug 2: CC1C(C(CC(O1)OC2CC(CC3=C2C(=C4C(=C3O)C(=O)C5=C(C4=O)C(=CC=C5)OC)O)(C(=O)C)O)N)O.Cl. Cell line: RPMI-8226. Synergy scores: CSS=80.9, Synergy_ZIP=-2.05, Synergy_Bliss=-2.82, Synergy_Loewe=-3.06, Synergy_HSA=0.130. (10) Drug 1: CCCS(=O)(=O)NC1=C(C(=C(C=C1)F)C(=O)C2=CNC3=C2C=C(C=N3)C4=CC=C(C=C4)Cl)F. Drug 2: CNC(=O)C1=NC=CC(=C1)OC2=CC=C(C=C2)NC(=O)NC3=CC(=C(C=C3)Cl)C(F)(F)F. Cell line: SK-MEL-2. Synergy scores: CSS=44.1, Synergy_ZIP=2.45, Synergy_Bliss=6.71, Synergy_Loewe=-3.21, Synergy_HSA=3.75.